This data is from Catalyst prediction with 721,799 reactions and 888 catalyst types from USPTO. The task is: Predict which catalyst facilitates the given reaction. (1) Reactant: [N:1]1([CH:7]2[CH2:12][CH2:11][N:10]([C:13]([C:15]3[CH:16]=[C:17]4[C:21](=[CH:22][CH:23]=3)[NH:20][C:19]([C:24]([N:26]3[CH2:31][CH2:30][C:29]([F:33])([F:32])[CH2:28][CH2:27]3)=[O:25])=[CH:18]4)=[O:14])[CH2:9][CH2:8]2)[CH2:6][CH2:5][CH2:4][CH2:3][CH2:2]1.[H-].[Na+].CS(O[CH2:41][C:42]([F:45])([F:44])[F:43])(=O)=O. Product: [N:1]1([CH:7]2[CH2:12][CH2:11][N:10]([C:13]([C:15]3[CH:16]=[C:17]4[C:21](=[CH:22][CH:23]=3)[N:20]([CH2:41][C:42]([F:45])([F:44])[F:43])[C:19]([C:24]([N:26]3[CH2:31][CH2:30][C:29]([F:33])([F:32])[CH2:28][CH2:27]3)=[O:25])=[CH:18]4)=[O:14])[CH2:9][CH2:8]2)[CH2:2][CH2:3][CH2:4][CH2:5][CH2:6]1. The catalyst class is: 9. (2) Reactant: F[C:2]1[CH:7]=[CH:6][C:5]([N+:8]([O-:10])=[O:9])=[CH:4][CH:3]=1.[CH3:11][N:12]([CH3:18])[CH2:13][CH2:14][CH2:15][NH:16][CH3:17].C(=O)([O-])[O-].[K+].[K+]. Product: [CH3:11][N:12]([CH3:18])[CH2:13][CH2:14][CH2:15][N:16]([CH3:17])[C:2]1[CH:7]=[CH:6][C:5]([N+:8]([O-:10])=[O:9])=[CH:4][CH:3]=1. The catalyst class is: 3. (3) Reactant: [C:1](Cl)(=[O:4])[O:2][CH3:3].[CH3:6][C:7]([C:11]1[CH:16]=[CH:15][CH:14]=[CH:13][CH:12]=1)([CH3:10])[CH2:8][NH2:9].N1C=CC=CC=1. The catalyst class is: 2. Product: [CH3:10][C:7]([C:11]1[CH:16]=[CH:15][CH:14]=[CH:13][CH:12]=1)([CH3:6])[CH2:8][NH:9][C:1](=[O:4])[O:2][CH3:3]. (4) Reactant: [O:1]([C:8]1[CH:13]=[CH:12][C:11](B(O)O)=[CH:10][CH:9]=1)[C:2]1[CH:7]=[CH:6][CH:5]=[CH:4][CH:3]=1.Br[C:18]1[S:19][C:20]([CH3:23])=[CH:21][N:22]=1.C([O-])([O-])=O.[Na+].[Na+]. Product: [CH3:23][C:20]1[S:19][C:18]([C:11]2[CH:12]=[CH:13][C:8]([O:1][C:2]3[CH:7]=[CH:6][CH:5]=[CH:4][CH:3]=3)=[CH:9][CH:10]=2)=[N:22][CH:21]=1. The catalyst class is: 780.